This data is from Forward reaction prediction with 1.9M reactions from USPTO patents (1976-2016). The task is: Predict the product of the given reaction. (1) Given the reactants [CH2:1]([O:8][C:9]([NH:11][C@H:12]([C:34](O)=[O:35])[CH2:13][CH2:14][CH2:15][NH:16][C:17]([N:19]([C:27]([O:29][C:30]([CH3:33])([CH3:32])[CH3:31])=[O:28])[C:20]([O:22][C:23]([CH3:26])([CH3:25])[CH3:24])=[O:21])=[NH:18])=[O:10])[C:2]1[CH:7]=[CH:6][CH:5]=[CH:4][CH:3]=1.C1(N)CCCCC1.[C:44]([O:48][C:49](=[O:56])[NH:50][CH2:51][CH:52]([OH:55])[CH2:53][NH2:54])([CH3:47])([CH3:46])[CH3:45].C(Cl)CCl.C1C=CC2N(O)N=NC=2C=1, predict the reaction product. The product is: [C:23]([O:22][C:20]([N:19]([C:17](=[NH:18])[NH:16][CH2:15][CH2:14][CH2:13][C@H:12]([NH:11][C:9]([O:8][CH2:1][C:2]1[CH:7]=[CH:6][CH:5]=[CH:4][CH:3]=1)=[O:10])[C:34](=[O:35])[NH:54][CH2:53][CH:52]([OH:55])[CH2:51][NH:50][C:49](=[O:56])[O:48][C:44]([CH3:47])([CH3:45])[CH3:46])[C:27]([O:29][C:30]([CH3:32])([CH3:33])[CH3:31])=[O:28])=[O:21])([CH3:24])([CH3:25])[CH3:26]. (2) The product is: [C:23]1([N:29]2[CH:34]=[CH:33][C:32]([CH2:35][CH2:36][C:37]3[N:38]=[N:39][NH:40][CH:41]=3)=[C:31]([O:42][CH3:43])[C:30]2=[S:10])[CH:28]=[CH:27][CH:26]=[CH:25][CH:24]=1. Given the reactants COC1C=CC(P2(SP(C3C=CC(OC)=CC=3)(=S)S2)=[S:10])=CC=1.[C:23]1([N:29]2[CH:34]=[CH:33][C:32]([CH2:35][CH2:36][C:37]3[N:38]=[N:39][NH:40][CH:41]=3)=[C:31]([O:42][CH3:43])[C:30]2=O)[CH:28]=[CH:27][CH:26]=[CH:25][CH:24]=1, predict the reaction product. (3) The product is: [CH2:11]([O:18][C:19]1([OH:54])[CH2:32][C:31]([O:34][CH2:35][C:36]2[CH:37]=[CH:38][CH:39]=[CH:40][CH:41]=2)([OH:33])[C:30]([C:42]([N:44]2[CH2:52][C:51]3[C:46](=[CH:47][CH:48]=[C:49]([O:53][CH2:8][CH2:9][Cl:10])[CH:50]=3)[CH2:45]2)=[O:43])=[CH:29][CH:20]1[C:21]([N:23]([CH2:25][CH2:26][CH2:27][CH3:28])[CH3:24])=[O:22])[C:12]1[CH:13]=[CH:14][CH:15]=[CH:16][CH:17]=1. Given the reactants C(=O)([O-])[O-].[K+].[K+].Br[CH2:8][CH2:9][Cl:10].[CH2:11]([O:18][C:19]1([OH:54])[CH2:32][C:31]([O:34][CH2:35][C:36]2[CH:41]=[CH:40][CH:39]=[CH:38][CH:37]=2)([OH:33])[C:30]([C:42]([N:44]2[CH2:52][C:51]3[C:46](=[CH:47][CH:48]=[C:49]([OH:53])[CH:50]=3)[CH2:45]2)=[O:43])=[CH:29][CH:20]1[C:21]([N:23]([CH2:25][CH2:26][CH2:27][CH3:28])[CH3:24])=[O:22])[C:12]1[CH:17]=[CH:16][CH:15]=[CH:14][CH:13]=1, predict the reaction product.